Task: Predict which catalyst facilitates the given reaction.. Dataset: Catalyst prediction with 721,799 reactions and 888 catalyst types from USPTO Reactant: [CH3:1][O:2][C:3]1[C:12]2[C:7](=[C:8]([CH3:13])[CH:9]=[CH:10][CH:11]=2)[CH:6]=[CH:5][CH:4]=1.CN([CH:17]=[O:18])C.O=P(Cl)(Cl)Cl.[OH-].[Na+]. Product: [CH3:1][O:2][C:3]1[C:12]2[C:7](=[C:8]([CH3:13])[CH:9]=[CH:10][CH:11]=2)[C:6]([CH:17]=[O:18])=[CH:5][CH:4]=1. The catalyst class is: 11.